The task is: Predict the product of the given reaction.. This data is from Forward reaction prediction with 1.9M reactions from USPTO patents (1976-2016). (1) Given the reactants [N+:1]([C:4]1[N:9]=[CH:8][C:7]([CH:10](C(OCC)=O)[C:11]([O:13][C:14](C)(C)[CH3:15])=[O:12])=[C:6]([CH3:23])[CH:5]=1)([O-:3])=[O:2].FC(F)(F)S(O)(=O)=O, predict the reaction product. The product is: [CH3:23][C:6]1[CH:5]=[C:4]([N+:1]([O-:3])=[O:2])[N:9]=[CH:8][C:7]=1[CH2:10][C:11]([O:13][CH2:14][CH3:15])=[O:12]. (2) The product is: [CH:1]([C:3]1[CH:4]=[C:5]([CH:49]=[CH:50][CH:51]=1)[CH2:6][O:7][C:8]([C@@H:10]1[CH2:15][CH2:14][CH2:13][N:12]([C:16](=[O:48])[C@@H:17]([NH:33][C:34](=[O:47])[C@@H:35]([NH2:39])[CH:36]([CH3:38])[CH3:37])[CH2:18][C:19]2[CH:24]=[CH:23][CH:22]=[C:21]([O:25][Si:26]([C:29]([CH3:30])([CH3:31])[CH3:32])([CH3:28])[CH3:27])[CH:20]=2)[NH:11]1)=[O:9])=[CH2:2]. Given the reactants [CH:1]([C:3]1[CH:4]=[C:5]([CH:49]=[CH:50][CH:51]=1)[CH2:6][O:7][C:8]([C@@H:10]1[CH2:15][CH2:14][CH2:13][N:12]([C:16](=[O:48])[C@@H:17]([NH:33][C:34](=[O:47])[C@@H:35]([NH:39]C(OC(C)(C)C)=O)[CH:36]([CH3:38])[CH3:37])[CH2:18][C:19]2[CH:24]=[CH:23][CH:22]=[C:21]([O:25][Si:26]([C:29]([CH3:32])([CH3:31])[CH3:30])([CH3:28])[CH3:27])[CH:20]=2)[NH:11]1)=[O:9])=[CH2:2].CCN(C(C)C)C(C)C, predict the reaction product.